This data is from Full USPTO retrosynthesis dataset with 1.9M reactions from patents (1976-2016). The task is: Predict the reactants needed to synthesize the given product. (1) Given the product [Cl:1][C:2]1[C:3]([O:21][CH:22]([CH3:23])[CH3:24])=[C:4]([C:17](=[O:20])[CH2:18][CH3:19])[CH:5]=[C:6]2[C:11]=1[O:10][C:9]([CH3:12])([CH3:13])[CH:8]=[C:7]2[CH:14]([CH3:16])[CH3:15], predict the reactants needed to synthesize it. The reactants are: [Cl:1][C:2]1[C:3]([O:21][CH:22]([CH3:24])[CH3:23])=[C:4]([CH:17]([OH:20])[CH2:18][CH3:19])[CH:5]=[C:6]2[C:11]=1[O:10][C:9]([CH3:13])([CH3:12])[CH:8]=[C:7]2[CH:14]([CH3:16])[CH3:15].C[N+]1([O-])CCOCC1. (2) The reactants are: N(OCCC(C)C)=O.N[C:10]1[CH:28]=[C:27]([F:29])[C:26]([N:30]2[C:35](=[O:36])[CH:34]=[C:33]([C:37]([F:40])([F:39])[F:38])[N:32]([CH3:41])[C:31]2=[O:42])=[CH:25][C:11]=1[O:12][C:13]1[CH:24]=[CH:23][CH:22]=[CH:21][C:14]=1[O:15][CH2:16][C:17]([O:19][CH3:20])=[O:18].[ClH:43]. Given the product [Cl:43][C:10]1[CH:28]=[C:27]([F:29])[C:26]([N:30]2[C:35](=[O:36])[CH:34]=[C:33]([C:37]([F:40])([F:39])[F:38])[N:32]([CH3:41])[C:31]2=[O:42])=[CH:25][C:11]=1[O:12][C:13]1[CH:24]=[CH:23][CH:22]=[CH:21][C:14]=1[O:15][CH2:16][C:17]([O:19][CH3:20])=[O:18], predict the reactants needed to synthesize it. (3) Given the product [CH:1]1([C:4]2[CH:9]=[CH:8][N:7]=[CH:6][C:5]=2[C:10](=[O:12])[CH2:11][Cl:22])[CH2:3][CH2:2]1, predict the reactants needed to synthesize it. The reactants are: [CH:1]1([C:4]2[CH:9]=[CH:8][N:7]=[CH:6][C:5]=2[C:10](=[O:12])[CH3:11])[CH2:3][CH2:2]1.CC1C=CN=CC=1C(=O)C[Cl:22].